The task is: Predict the product of the given reaction.. This data is from Forward reaction prediction with 1.9M reactions from USPTO patents (1976-2016). (1) Given the reactants N#N.[NH:3]1[C:7]2[CH:8]=[CH:9][CH:10]=[CH:11][C:6]=2[N:5]=[C:4]1[C@H:12]([NH:21]C(=O)OC(C)(C)C)[CH2:13][C:14]1[CH:19]=[CH:18][C:17]([CH3:20])=[CH:16][CH:15]=1.Cl, predict the reaction product. The product is: [NH:3]1[C:7]2[CH:8]=[CH:9][CH:10]=[CH:11][C:6]=2[N:5]=[C:4]1[C@H:12]([NH2:21])[CH2:13][C:14]1[CH:15]=[CH:16][C:17]([CH3:20])=[CH:18][CH:19]=1. (2) Given the reactants [Cl:1][C:2]1[CH:3]=[C:4]([N:9]2[C:18](=[O:19])[C:17]3[C:12](=[CH:13][CH:14]=[CH:15][CH:16]=3)[N:11]=[C:10]2[SH:20])[CH:5]=[CH:6][C:7]=1[Cl:8].Cl[CH2:22][C:23]([NH:25][C:26]1[S:27][CH:28]=[C:29]([CH3:31])[N:30]=1)=[O:24], predict the reaction product. The product is: [Cl:1][C:2]1[CH:3]=[C:4]([N:9]2[C:18](=[O:19])[C:17]3[C:12](=[CH:13][CH:14]=[CH:15][CH:16]=3)[N:11]=[C:10]2[S:20][CH2:22][C:23]([NH:25][C:26]2[S:27][CH:28]=[C:29]([CH3:31])[N:30]=2)=[O:24])[CH:5]=[CH:6][C:7]=1[Cl:8].